This data is from Full USPTO retrosynthesis dataset with 1.9M reactions from patents (1976-2016). The task is: Predict the reactants needed to synthesize the given product. (1) Given the product [CH2:14]([O:13][C:12]([N:11]([CH2:22][C:23]1[CH:28]=[CH:27][C:26]([Br:29])=[CH:25][C:24]=1[F:30])[CH2:10][CH:9]([NH:8][CH:33]1[CH2:38][CH2:37][N:36]([C:39]([O:41][C:42]([CH3:45])([CH3:44])[CH3:43])=[O:40])[CH2:35][CH2:34]1)[CH3:31])=[O:21])[C:15]1[CH:16]=[CH:17][CH:18]=[CH:19][CH:20]=1, predict the reactants needed to synthesize it. The reactants are: FC(F)(F)C(O)=O.[NH2:8][CH:9]([CH3:31])[CH2:10][N:11]([CH2:22][C:23]1[CH:28]=[CH:27][C:26]([Br:29])=[CH:25][C:24]=1[F:30])[C:12](=[O:21])[O:13][CH2:14][C:15]1[CH:20]=[CH:19][CH:18]=[CH:17][CH:16]=1.O=[C:33]1[CH2:38][CH2:37][N:36]([C:39]([O:41][C:42]([CH3:45])([CH3:44])[CH3:43])=[O:40])[CH2:35][CH2:34]1.[BH-](OC(C)=O)(OC(C)=O)OC(C)=O.[Na+]. (2) Given the product [CH:1]12[O:8][CH:5]([CH2:6][CH2:7]1)[CH2:4][N:3]([C:9]1[CH:14]=[CH:13][C:12]([NH:15][C:16]3[N:17]=[CH:18][N:19]=[C:20]([C:29]4[CH:30]=[CH:31][C:24]([F:23])=[C:25]([CH:28]=4)[C:26]#[N:27])[N:21]=3)=[CH:11][CH:10]=1)[CH2:2]2, predict the reactants needed to synthesize it. The reactants are: [CH:1]12[O:8][CH:5]([CH2:6][CH2:7]1)[CH2:4][N:3]([C:9]1[CH:14]=[CH:13][C:12]([NH:15][C:16]3[N:21]=[C:20](Cl)[N:19]=[CH:18][N:17]=3)=[CH:11][CH:10]=1)[CH2:2]2.[F:23][C:24]1[CH:31]=[CH:30][C:29](B2OC(C)(C)C(C)(C)O2)=[CH:28][C:25]=1[C:26]#[N:27].C(=O)([O-])[O-].[Na+].[Na+]. (3) Given the product [F:9][C:10]1[CH:11]=[C:12]([CH:15]=[C:16]([F:19])[C:17]=1[O:8][C:4]1[CH:5]=[CH:6][CH:7]=[C:2]([F:1])[CH:3]=1)[CH:13]=[O:14], predict the reactants needed to synthesize it. The reactants are: [F:1][C:2]1[CH:3]=[C:4]([OH:8])[CH:5]=[CH:6][CH:7]=1.[F:9][C:10]1[CH:11]=[C:12]([CH:15]=[C:16]([F:19])[C:17]=1F)[CH:13]=[O:14]. (4) Given the product [CH2:1]([C:4]1[CH:9]=[CH:8][C:7]([C:22]2[CH:23]=[CH:24][C:19]([O:18][CH3:17])=[CH:20][CH:21]=2)=[CH:6][CH:5]=1)[CH2:2][CH3:3], predict the reactants needed to synthesize it. The reactants are: [CH2:1]([C:4]1[CH:9]=[CH:8][C:7](Br)=[CH:6][CH:5]=1)[CH2:2][CH3:3].C(=O)([O-])[O-].[K+].[K+].[CH3:17][O:18][C:19]1[CH:24]=[CH:23][C:22](B(O)O)=[CH:21][CH:20]=1.C1(C)C=CC=CC=1.